Dataset: Peptide-MHC class I binding affinity with 185,985 pairs from IEDB/IMGT. Task: Regression. Given a peptide amino acid sequence and an MHC pseudo amino acid sequence, predict their binding affinity value. This is MHC class I binding data. (1) The peptide sequence is KLTPLCVTL. The MHC is HLA-A02:11 with pseudo-sequence HLA-A02:11. The binding affinity (normalized) is 1.00. (2) The peptide sequence is RIEQLYPFA. The MHC is HLA-A68:02 with pseudo-sequence HLA-A68:02. The binding affinity (normalized) is 0.0847. (3) The peptide sequence is ATALANTI. The MHC is HLA-A02:06 with pseudo-sequence HLA-A02:06. The binding affinity (normalized) is 0.